Task: Predict the reaction yield, written as a fraction of the theoretical maximum amount of product (1.0 means a 100% yield; for example, 0.34 means a 34% yield).. Dataset: Reaction yield outcomes from USPTO patents with 853,638 reactions The reactants are [I:1][C:2]1[C:10]2[C:5](=[N:6][CH:7]=[N:8][C:9]=2[NH2:11])[NH:4][N:3]=1.O[CH2:13][C@H:14]1[CH2:18][CH2:17][CH2:16][N:15]1[C:19]([O:21][C:22]([CH3:25])([CH3:24])[CH3:23])=[O:20].C1C=CC(P(C2C=CC=CC=2)C2C=CC=CC=2)=CC=1.CC(OC(/N=N/C(OC(C)C)=O)=O)C. The catalyst is O.CN(C)C=O. The product is [NH2:11][C:9]1[N:8]=[CH:7][N:6]=[C:5]2[N:4]([CH2:13][C@H:14]3[CH2:18][CH2:17][CH2:16][N:15]3[C:19]([O:21][C:22]([CH3:23])([CH3:25])[CH3:24])=[O:20])[N:3]=[C:2]([I:1])[C:10]=12. The yield is 0.0600.